From a dataset of Catalyst prediction with 721,799 reactions and 888 catalyst types from USPTO. Predict which catalyst facilitates the given reaction. (1) Reactant: [NH2:1][CH2:2][C:3]1[N:4]=[CH:5][C:6]([CH2:9][N:10]2[C:15]([CH3:16])=[CH:14][C:13]([O:17][CH2:18][C:19]3[CH:24]=[CH:23][C:22]([F:25])=[CH:21][C:20]=3[F:26])=[C:12]([Br:27])[C:11]2=[O:28])=[N:7][CH:8]=1.C(N(CC)C(C)C)(C)C.Cl[C:39]([O:41][CH3:42])=[O:40].CN=C=O. Product: [Br:27][C:12]1[C:11](=[O:28])[N:10]([CH2:9][C:6]2[N:7]=[CH:8][C:3]([CH2:2][NH:1][C:39](=[O:40])[O:41][CH3:42])=[N:4][CH:5]=2)[C:15]([CH3:16])=[CH:14][C:13]=1[O:17][CH2:18][C:19]1[CH:24]=[CH:23][C:22]([F:25])=[CH:21][C:20]=1[F:26]. The catalyst class is: 348. (2) Reactant: [C:1]1([CH3:25])[CH:6]=[CH:5][C:4]([C:7]2[N:8]=[C:9]3[CH2:23][CH:22]([OH:24])[CH2:21][NH:20][C:10]3=[N:11][C:12]=2[C:13]2[CH:18]=[CH:17][C:16]([CH3:19])=[CH:15][CH:14]=2)=[CH:3][CH:2]=1.[CH:26](=O)[CH2:27][CH2:28][CH2:29][CH:30]=[CH2:31].C(O[BH-](OC(=O)C)OC(=O)C)(=O)C.[Na+]. The catalyst class is: 325. Product: [CH2:31]([N:20]1[C:10]2=[N:11][C:12]([C:13]3[CH:18]=[CH:17][C:16]([CH3:19])=[CH:15][CH:14]=3)=[C:7]([C:4]3[CH:3]=[CH:2][C:1]([CH3:25])=[CH:6][CH:5]=3)[N:8]=[C:9]2[CH2:23][CH:22]([OH:24])[CH2:21]1)[CH2:30][CH2:29][CH2:28][CH:27]=[CH2:26].